From a dataset of Retrosynthesis with 50K atom-mapped reactions and 10 reaction types from USPTO. Predict the reactants needed to synthesize the given product. (1) Given the product O=C(c1cccc(O)c1F)c1c[nH]c2ncc(Br)cc12, predict the reactants needed to synthesize it. The reactants are: COc1cccc(C(=O)c2c[nH]c3ncc(Br)cc23)c1F. (2) Given the product CC[C@H](C)Nc1cc(C(=O)OC)cc(C(F)F)n1, predict the reactants needed to synthesize it. The reactants are: CC[C@H](C)N.COC(=O)c1cc(Cl)nc(C(F)F)c1. (3) The reactants are: CCc1cc(C(C)=O)c(O)cc1OCc1cccc(C(=O)OC)n1. Given the product CCc1cc(C(C)=O)c(O)cc1OCc1cccc(C(=O)O)n1, predict the reactants needed to synthesize it. (4) The reactants are: COc1ccc2c(c1)CCN2CCCn1cc([N+](=O)[O-])cn1. Given the product COc1ccc2c(c1)CCN2CCCn1cc(N)cn1, predict the reactants needed to synthesize it. (5) Given the product COc1ccc(C(O)(C(=O)OCC#CCN2C[C@H]3C[C@H]3C2)C2CCCC2)cc1, predict the reactants needed to synthesize it. The reactants are: COc1ccc(C(O)(C(=O)O)C2CCCC2)cc1.OCC#CCN1CC2CC2C1. (6) Given the product COc1ccc(COC(=O)C(C)(C)CO)cc1, predict the reactants needed to synthesize it. The reactants are: CC(C)(CO)C(=O)O.COc1ccc(CCl)cc1.